Dataset: Catalyst prediction with 721,799 reactions and 888 catalyst types from USPTO. Task: Predict which catalyst facilitates the given reaction. (1) Reactant: [C:1](Cl)(=[O:8])[C:2]1[CH:7]=[CH:6][CH:5]=[CH:4][CH:3]=1.[NH2:10][C:11]1[CH:16]=[C:15]([OH:17])[C:14]([CH3:18])=[CH:13][CH:12]=1.C(N(CC)CC)C.[OH-].[Na+]. Product: [OH:17][C:15]1[CH:16]=[C:11]([NH:10][C:1](=[O:8])[C:2]2[CH:7]=[CH:6][CH:5]=[CH:4][CH:3]=2)[CH:12]=[CH:13][C:14]=1[CH3:18]. The catalyst class is: 670. (2) Reactant: [CH3:1][O:2][C:3](=[O:55])[NH:4][C@@H:5]([CH:52]([CH3:54])[CH3:53])[C:6]([N:8]1[CH2:12][CH2:11][CH2:10][C@H:9]1[C:13]1[NH:17][C:16]2[C:18]3[C:23]([CH:24]=[CH:25][C:15]=2[N:14]=1)=[CH:22][C:21]([C:26]1[CH:35]=[CH:34][C:33]2[C:28](=[CH:29][CH:30]=[C:31]([NH:44]C(OC(C)(C)C)=O)[C:32]=2[NH:36]C(OC(C)(C)C)=O)[CH:27]=1)=[CH:20][CH:19]=3)=[O:7].[C:56]([OH:62])([C:58]([F:61])([F:60])[F:59])=[O:57]. Product: [NH2:36][C:32]1[C:31]([NH2:44])=[CH:30][CH:29]=[C:28]2[C:33]=1[CH:34]=[CH:35][C:26]([C:21]1[CH:22]=[C:23]3[C:18](=[CH:19][CH:20]=1)[C:16]1[NH:17][C:13]([C@@H:9]4[CH2:10][CH2:11][CH2:12][N:8]4[C:6](=[O:7])[C@@H:5]([NH:4][C:3](=[O:55])[O:2][CH3:1])[CH:52]([CH3:54])[CH3:53])=[N:14][C:15]=1[CH:25]=[CH:24]3)=[CH:27]2.[C:56]([OH:62])([C:58]([F:61])([F:60])[F:59])=[O:57]. The catalyst class is: 4. (3) Reactant: C([O:8][N:9]1[C:15](=[O:16])[N:14]2[CH2:17][C@H:10]1[CH2:11][CH2:12][C@H:13]2[C:18]([NH:20][O:21][CH2:22][CH2:23][O:24][CH:25]1[CH2:30][CH2:29][N:28]([C:31]([O:33][C:34]([CH3:37])([CH3:36])[CH3:35])=[O:32])[CH2:27][CH2:26]1)=[O:19])C1C=CC=CC=1. Product: [OH:8][N:9]1[C:15](=[O:16])[N:14]2[CH2:17][C@H:10]1[CH2:11][CH2:12][C@H:13]2[C:18]([NH:20][O:21][CH2:22][CH2:23][O:24][CH:25]1[CH2:30][CH2:29][N:28]([C:31]([O:33][C:34]([CH3:37])([CH3:36])[CH3:35])=[O:32])[CH2:27][CH2:26]1)=[O:19]. The catalyst class is: 19. (4) Product: [Cl:1][C:2]1[N:3]=[C:4]([N:11]2[CH2:16][CH2:15][O:14][CH2:13][CH2:12]2)[C:5]2[CH:10]=[CH:9][N:8]([CH2:21][CH2:20][N:19]([CH3:23])[CH3:18])[C:6]=2[N:7]=1. The catalyst class is: 3. Reactant: [Cl:1][C:2]1[N:3]=[C:4]([N:11]2[CH2:16][CH2:15][O:14][CH2:13][CH2:12]2)[C:5]2[CH:10]=[CH:9][NH:8][C:6]=2[N:7]=1.Cl.[CH3:18][N:19]([CH3:23])[CH2:20][CH2:21]Cl.C([O-])([O-])=O.[Cs+].[Cs+].O. (5) Reactant: S(Cl)([Cl:3])=O.[CH3:5][O:6][C:7]1[CH:8]=[C:9]([CH:13]=[CH:14][N:15]=1)[C:10](O)=[O:11]. Product: [CH3:5][O:6][C:7]1[CH:8]=[C:9]([CH:13]=[CH:14][N:15]=1)[C:10]([Cl:3])=[O:11]. The catalyst class is: 11. (6) Reactant: [C:1]1(O)[C:10]2[C:5](=[CH:6][CH:7]=[CH:8][CH:9]=2)[CH:4]=[CH:3][CH:2]=1.[C:12]1([O:22]C2C3C(=CC=CC=3)C=CC=2)[C:21]2[C:16](=[CH:17][CH:18]=[CH:19][CH:20]=2)[CH:15]=[CH:14][CH:13]=1. The catalyst class is: 48. Product: [CH:1]1[C:10]2[C:5](=[CH:6][CH:7]=[CH:8][CH:9]=2)[CH:4]=[CH:3][C:2]=1[OH:22].[C:12]1([OH:22])[C:21]2[C:16](=[CH:17][CH:18]=[CH:19][CH:20]=2)[CH:15]=[CH:14][CH:13]=1. (7) Reactant: [Br:1][C:2]1[CH:3]=[C:4]([N:9]2[C:13](=[O:14])[O:12][N:11]=[C:10]2[C:15]2[C:19]([NH:20][CH2:21][CH2:22][OH:23])=[N:18][O:17][N:16]=2)[CH:5]=[CH:6][C:7]=1[F:8].C(OCC)(=O)C.[CH3:30][S:31](Cl)(=[O:33])=[O:32].C(N(CC)CC)C. Product: [CH3:30][S:31]([O:23][CH2:22][CH2:21][NH:20][C:19]1[C:15]([C:10]2[N:9]([C:4]3[CH:5]=[CH:6][C:7]([F:8])=[C:2]([Br:1])[CH:3]=3)[C:13](=[O:14])[O:12][N:11]=2)=[N:16][O:17][N:18]=1)(=[O:33])=[O:32]. The catalyst class is: 6. (8) Reactant: [C:1]12([C:12]3[C:7](=[CH:8][CH:9]=[CH:10][C:11]=3[O:13][C:14]3[N:19]=[CH:18][C:17]([NH:20][C:21](=[O:27])[C@:22]([CH3:26])([CH2:24][CH3:25])[NH2:23])=[CH:16][N:15]=3)[O:6][CH2:5][CH2:4]1)[CH2:3][CH2:2]2.Cl[C:29](Cl)([O:31]C(=O)OC(Cl)(Cl)Cl)Cl. Product: [C:1]12([C:12]3[C:7](=[CH:8][CH:9]=[CH:10][C:11]=3[O:13][C:14]3[N:19]=[CH:18][C:17]([N:20]4[C:21](=[O:27])[C@:22]([CH2:24][CH3:25])([CH3:26])[NH:23][C:29]4=[O:31])=[CH:16][N:15]=3)[O:6][CH2:5][CH2:4]1)[CH2:2][CH2:3]2. The catalyst class is: 4.